Dataset: Catalyst prediction with 721,799 reactions and 888 catalyst types from USPTO. Task: Predict which catalyst facilitates the given reaction. (1) Reactant: [C:1]([O:5][C:6](=[O:35])[NH:7][CH:8]([CH:29]1[CH2:34][CH2:33][CH2:32][CH2:31][CH2:30]1)[C:9]([N:11]1[CH2:15][CH2:14][CH:13]2[NH:16][CH2:17][CH:18]([C:19]3[C:27]4[C:22](=[CH:23][C:24]([F:28])=[CH:25][CH:26]=4)[NH:21][CH:20]=3)[CH:12]12)=[O:10])([CH3:4])([CH3:3])[CH3:2].[CH3:36][C:37](OC(C)=O)=[O:38]. Product: [C:1]([O:5][C:6](=[O:35])[NH:7][CH:8]([CH:29]1[CH2:30][CH2:31][CH2:32][CH2:33][CH2:34]1)[C:9]([N:11]1[CH2:15][CH2:14][CH:13]2[N:16]([C:37](=[O:38])[CH3:36])[CH2:17][CH:18]([C:19]3[C:27]4[C:22](=[CH:23][C:24]([F:28])=[CH:25][CH:26]=4)[NH:21][CH:20]=3)[CH:12]12)=[O:10])([CH3:4])([CH3:2])[CH3:3]. The catalyst class is: 64. (2) Reactant: [C:1]([CH2:3][C:4]([OH:6])=O)#[N:2].CN(C(ON1N=NC2C=CC=NC1=2)=[N+](C)C)C.F[P-](F)(F)(F)(F)F.Cl.[NH2:32][C:33]1[N:41]=[CH:40][N:39]=[C:38]2[C:34]=1[N:35]([C:48]1[CH:53]=[CH:52][C:51]([O:54][C:55]3[CH:60]=[CH:59][CH:58]=[CH:57][CH:56]=3)=[CH:50][CH:49]=1)[C:36](=[O:47])[N:37]2[CH:42]1[CH2:46][CH2:45][NH:44][CH2:43]1.CCN(C(C)C)C(C)C. Product: [NH2:32][C:33]1[N:41]=[CH:40][N:39]=[C:38]2[C:34]=1[N:35]([C:48]1[CH:49]=[CH:50][C:51]([O:54][C:55]3[CH:56]=[CH:57][CH:58]=[CH:59][CH:60]=3)=[CH:52][CH:53]=1)[C:36](=[O:47])[N:37]2[CH:42]1[CH2:46][CH2:45][N:44]([C:4](=[O:6])[CH2:3][C:1]#[N:2])[CH2:43]1. The catalyst class is: 39.